This data is from Peptide-MHC class I binding affinity with 185,985 pairs from IEDB/IMGT. The task is: Regression. Given a peptide amino acid sequence and an MHC pseudo amino acid sequence, predict their binding affinity value. This is MHC class I binding data. The peptide sequence is AVAKAAAAV. The MHC is HLA-A02:03 with pseudo-sequence HLA-A02:03. The binding affinity (normalized) is 0.703.